From a dataset of Catalyst prediction with 721,799 reactions and 888 catalyst types from USPTO. Predict which catalyst facilitates the given reaction. (1) Reactant: [C:1]([O:5][C:6]([N:8]1[CH2:13][CH2:12][N:11]([CH2:14][C:15]2[CH:20]=[CH:19][C:18]([NH:21][C:22]3[C:27]([C:28]([O:30][CH2:31][CH3:32])=[O:29])=[C:26](/[CH:33]=C/N(C)C)[N:25]=[C:24]([N:38]4[CH2:43][CH2:42][O:41][CH2:40][CH2:39]4)[N:23]=3)=[CH:17][CH:16]=2)[CH2:10][CH2:9]1)=[O:7])([CH3:4])([CH3:3])[CH3:2].I([O-])(=O)(=O)=[O:45].[Na+]. Product: [C:1]([O:5][C:6]([N:8]1[CH2:9][CH2:10][N:11]([CH2:14][C:15]2[CH:20]=[CH:19][C:18]([NH:21][C:22]3[C:27]([C:28]([O:30][CH2:31][CH3:32])=[O:29])=[C:26]([CH:33]=[O:45])[N:25]=[C:24]([N:38]4[CH2:43][CH2:42][O:41][CH2:40][CH2:39]4)[N:23]=3)=[CH:17][CH:16]=2)[CH2:12][CH2:13]1)=[O:7])([CH3:3])([CH3:2])[CH3:4]. The catalyst class is: 5. (2) Reactant: [CH:1]1([NH:4][C:5]2[N:10]3[N:11]=[CH:12][C:13](/[CH:14]=[C:15]4/[C:16](=[O:21])[NH:17][C:18](=[O:20])[NH:19]/4)=[C:9]3[N:8]=[C:7](S(C)(=O)=O)[N:6]=2)[CH2:3][CH2:2]1.C1(NC2N3N=CC(/C=C4/C(=O)NC(=O)N/4)=C3N=C(S(C)=O)N=2)CC1.[Cl:50][C:51]1[CH:52]=[C:53]([OH:57])[CH:54]=[CH:55][CH:56]=1.C([O-])([O-])=O.[K+].[K+]. Product: [Cl:50][C:51]1[CH:52]=[C:53]([CH:54]=[CH:55][CH:56]=1)[O:57][C:7]1[N:6]=[C:5]([NH:4][CH:1]2[CH2:3][CH2:2]2)[N:10]2[N:11]=[CH:12][C:13](/[CH:14]=[C:15]3/[C:16](=[O:21])[NH:17][C:18](=[O:20])[NH:19]/3)=[C:9]2[N:8]=1. The catalyst class is: 179. (3) Product: [CH:26]1([CH2:25][O:24][C:16]2[CH:17]=[CH:18][C:19]3[O:20][CH2:21][O:22][C:23]=3[C:15]=2[C:14]2[C:9]3[NH:8][CH:7]=[C:6]([C:4]([OH:5])=[O:3])[C:10]=3[N:11]=[CH:12][N:13]=2)[CH2:27][CH2:28]1. The catalyst class is: 38. Reactant: C([O:3][C:4]([C:6]1[C:10]2[N:11]=[CH:12][N:13]=[C:14]([C:15]3[C:23]4[O:22][CH2:21][O:20][C:19]=4[CH:18]=[CH:17][C:16]=3[O:24][CH2:25][CH:26]3[CH2:28][CH2:27]3)[C:9]=2[NH:8][CH:7]=1)=[O:5])C.[Li+].[OH-]. (4) Reactant: [C:1]1(=O)[CH2:5][CH2:4][CH2:3][CH2:2]1.[NH2:7][C@H:8]1[CH2:12][CH2:11][N:10]([C:13]([O:15][C:16]([CH3:19])([CH3:18])[CH3:17])=[O:14])[CH2:9]1.[BH4-].[Na+].O. Product: [CH:1]1([NH:7][C@H:8]2[CH2:12][CH2:11][N:10]([C:13]([O:15][C:16]([CH3:19])([CH3:18])[CH3:17])=[O:14])[CH2:9]2)[CH2:5][CH2:4][CH2:3][CH2:2]1. The catalyst class is: 442. (5) Reactant: Cl.[C:2]1([O:12][CH:13]2[CH2:19][CH2:18][NH:17][CH2:16][C:15]3[O:20][C:21]([CH3:23])=[CH:22][C:14]2=3)[C:11]2[C:6](=[CH:7][CH:8]=[CH:9][CH:10]=2)[CH:5]=[CH:4][CH:3]=1.C(N(CC)CC)C.[C:31](O)(=[O:38])[C:32]1[CH:37]=[CH:36][CH:35]=[N:34][CH:33]=1.ON1C2C=CC=CC=2N=N1. Product: [C:2]1([O:12][CH:13]2[CH2:19][CH2:18][N:17]([C:31]([C:32]3[CH:33]=[N:34][CH:35]=[CH:36][CH:37]=3)=[O:38])[CH2:16][C:15]3[O:20][C:21]([CH3:23])=[CH:22][C:14]2=3)[C:11]2[C:6](=[CH:7][CH:8]=[CH:9][CH:10]=2)[CH:5]=[CH:4][CH:3]=1. The catalyst class is: 34. (6) Reactant: [OH:1]/[N:2]=[CH:3]/[CH2:4][O:5][C@H:6]([CH2:8][CH:9]=[CH2:10])[CH3:7].C(N(CC)CC)C.Cl[O-].[Na+]. Product: [CH3:7][C@@H:6]1[O:5][CH2:4][C:3]2=[N:2][O:1][CH2:10][C@@H:9]2[CH2:8]1. The catalyst class is: 4. (7) Reactant: [CH3:1][NH:2][CH2:3][CH2:4][C@H:5]([C:16]1[CH:21]=[CH:20][CH:19]=[CH:18][CH:17]=1)[O:6][C:7]1[CH:12]=[CH:11][C:10]([CH2:13][CH2:14][OH:15])=[CH:9][CH:8]=1.[ClH:22]. Product: [ClH:22].[CH3:1][NH:2][CH2:3][CH2:4][C@H:5]([C:16]1[CH:17]=[CH:18][CH:19]=[CH:20][CH:21]=1)[O:6][C:7]1[CH:12]=[CH:11][C:10]([CH2:13][CH2:14][OH:15])=[CH:9][CH:8]=1. The catalyst class is: 12. (8) Product: [CH:27]([N:30]1[CH2:35][CH2:34][N:33]([C:19]([O:1][CH:2]2[CH2:3][CH2:4][N:5]([C:8]([O:10][C:11]([CH3:14])([CH3:13])[CH3:12])=[O:9])[CH2:6][CH2:7]2)=[O:25])[CH2:32][CH2:31]1)([CH3:29])[CH3:28]. Reactant: [OH:1][CH:2]1[CH2:7][CH2:6][N:5]([C:8]([O:10][C:11]([CH3:14])([CH3:13])[CH3:12])=[O:9])[CH2:4][CH2:3]1.ClC(Cl)(O[C:19](=[O:25])OC(Cl)(Cl)Cl)Cl.[CH:27]([N:30]1[CH2:35][CH2:34][NH:33][CH2:32][CH2:31]1)([CH3:29])[CH3:28]. The catalyst class is: 64. (9) Reactant: [CH2:1]([O:3][C:4](=[O:25])[CH2:5][O:6][C:7]1[CH:12]=[C:11]([CH3:13])[C:10]([S:14][C:15]2[CH:20]=[CH:19][C:18]([CH:21]=O)=[CH:17][C:16]=2[CH3:23])=[CH:9][C:8]=1[CH3:24])[CH3:2].[F:26][C:27]([F:36])([F:35])[C:28]1[CH:34]=[CH:33][C:31]([NH2:32])=[CH:30][CH:29]=1.CC(O)=O.C(O[BH-](OC(=O)C)OC(=O)C)(=O)C.[Na+]. Product: [CH2:1]([O:3][C:4](=[O:25])[CH2:5][O:6][C:7]1[CH:12]=[C:11]([CH3:13])[C:10]([S:14][C:15]2[CH:20]=[CH:19][C:18]([CH2:21][NH:32][C:31]3[CH:33]=[CH:34][C:28]([C:27]([F:26])([F:35])[F:36])=[CH:29][CH:30]=3)=[CH:17][C:16]=2[CH3:23])=[CH:9][C:8]=1[CH3:24])[CH3:2]. The catalyst class is: 22.